Dataset: Reaction yield outcomes from USPTO patents with 853,638 reactions. Task: Predict the reaction yield, written as a fraction of the theoretical maximum amount of product (1.0 means a 100% yield; for example, 0.34 means a 34% yield). (1) The yield is 0.331. The reactants are [H-].[K+].Br[C:4]1[CH:12]=[C:11]2[C:7]([CH:8]=[CH:9][NH:10]2)=[CH:6][CH:5]=1.[H][H].[Li]C(C)(C)C.[N:20]12[CH2:28][CH2:27][CH2:26][CH:25]1[CH2:24][C:23](=[O:29])[CH2:22][CH2:21]2. The product is [OH:29][C:23]1([C:4]2[CH:12]=[C:11]3[C:7]([CH:8]=[CH:9][NH:10]3)=[CH:6][CH:5]=2)[CH2:24][CH:25]2[N:20]([CH2:28][CH2:27][CH2:26]2)[CH2:21][CH2:22]1. The catalyst is O1CCCC1. (2) The reactants are [NH:1]1[CH2:6][CH2:5][NH:4][CH2:3][CH2:2]1.C(=O)([O-])[O-].[K+].[K+].Cl.F[C:15]1[CH:24]=[C:23]([F:25])[CH:22]=[C:21]2[C:16]=1[CH:17]=[CH:18][C:19]([CH3:26])=[N:20]2.CS(C)=O. The catalyst is O. The product is [CH3:26][C:19]1[CH:18]=[CH:17][C:16]2[C:21](=[CH:22][C:23]([F:25])=[CH:24][C:15]=2[N:1]2[CH2:6][CH2:5][NH:4][CH2:3][CH2:2]2)[N:20]=1. The yield is 0.210. (3) The reactants are [H-].[Al+3].[Li+].[H-].[H-].[H-].[NH2:7][C:8]1[C:18]([N+:19]([O-])=O)=[CH:17][CH:16]=[CH:15][C:9]=1[C:10]([N:12]([CH3:14])[CH3:13])=O.[OH-].[Na+].[O-]S([O-])(=O)=O.[Na+].[Na+]. The catalyst is C1COCC1.O. The product is [CH3:14][N:12]([CH2:10][C:9]1[CH:15]=[CH:16][CH:17]=[C:18]([NH2:19])[C:8]=1[NH2:7])[CH3:13]. The yield is 0.910. (4) The reactants are [ClH:1].O1CCOCC1.[OH:8][C@H:9]1[C:13]2[N:14]=[CH:15][N:16]=[C:17]([N:18]3[CH2:23][CH2:22][N:21](C(OC(C)(C)C)=O)[CH2:20][CH2:19]3)[C:12]=2[C@H:11]([CH3:31])[CH2:10]1. The catalyst is O1CCOCC1. The product is [ClH:1].[ClH:1].[CH3:31][C@H:11]1[C:12]2[C:17]([N:18]3[CH2:19][CH2:20][NH:21][CH2:22][CH2:23]3)=[N:16][CH:15]=[N:14][C:13]=2[C@H:9]([OH:8])[CH2:10]1. The yield is 0.798. (5) The product is [CH2:23]([O:26][N:27]=[CH:17][C:10]1[C:11]2[C:16](=[CH:15][CH:14]=[CH:13][CH:12]=2)[N:8]([CH2:1][C:2]2[CH:3]=[CH:4][CH:5]=[CH:6][CH:7]=2)[CH:9]=1)[CH:24]=[CH2:25]. The yield is 0.880. The reactants are [CH2:1]([N:8]1[C:16]2[C:11](=[CH:12][CH:13]=[CH:14][CH:15]=2)[C:10]([CH:17]=O)=[CH:9]1)[C:2]1[CH:7]=[CH:6][CH:5]=[CH:4][CH:3]=1.[OH-].[Na+].O.Cl.[CH2:23]([O:26][NH2:27])[CH:24]=[CH2:25]. The catalyst is C(O)C. (6) The reactants are [BH4-].[Na+].[Cl:3][C:4]1[C:9]([F:10])=[CH:8][CH:7]=[C:6]([Cl:11])[C:5]=1[C:12](=[O:14])[CH3:13]. The catalyst is CO. The product is [Cl:3][C:4]1[C:9]([F:10])=[CH:8][CH:7]=[C:6]([Cl:11])[C:5]=1[CH:12]([OH:14])[CH3:13]. The yield is 0.865. (7) The reactants are [NH:1]1[CH2:6][CH2:5][CH:4]([CH2:7][CH2:8][OH:9])[CH2:3][CH2:2]1.[C:10](O[C:10]([O:12][C:13]([CH3:16])([CH3:15])[CH3:14])=[O:11])([O:12][C:13]([CH3:16])([CH3:15])[CH3:14])=[O:11]. The catalyst is CN(C=O)C. The product is [C:13]([O:12][C:10]([N:1]1[CH2:6][CH2:5][CH:4]([CH2:7][CH2:8][OH:9])[CH2:3][CH2:2]1)=[O:11])([CH3:16])([CH3:15])[CH3:14]. The yield is 0.880. (8) The reactants are [OH:1][C:2]1[N:6]([C:7]2[CH:12]=[CH:11][C:10]([C:13](=[O:22])[NH:14][CH2:15][CH:16]3[CH2:21][CH2:20][O:19][CH2:18][CH2:17]3)=[CH:9][N:8]=2)[N:5]=[CH:4][C:3]=1[C:23]([O:25][CH2:26][CH3:27])=[O:24].[CH3:28]COC(C)=O.[N+](=C[Si](C)(C)C)=[N-].C(O)(=O)C. The catalyst is CO. The product is [CH3:28][O:1][C:2]1[N:6]([C:7]2[CH:12]=[CH:11][C:10]([C:13](=[O:22])[NH:14][CH2:15][CH:16]3[CH2:17][CH2:18][O:19][CH2:20][CH2:21]3)=[CH:9][N:8]=2)[N:5]=[CH:4][C:3]=1[C:23]([O:25][CH2:26][CH3:27])=[O:24]. The yield is 0.655. (9) The reactants are [O:1]1[C:5]2[CH:6]=[CH:7][C:8]([CH:10]3[C:18]4[C:13](=[CH:14][CH:15]=[CH:16][CH:17]=4)[N:12]([CH2:19][CH2:20][CH2:21][CH2:22][CH3:23])[C:11]3=[O:24])=[CH:9][C:4]=2[O:3][CH2:2]1.Br[CH2:26][C:27]([O:29][CH3:30])=[O:28].[H-].[Na+]. The catalyst is C1COCC1. The product is [O:1]1[C:5]2[CH:6]=[CH:7][C:8]([C:10]3([CH2:26][C:27]([O:29][CH3:30])=[O:28])[C:18]4[C:13](=[CH:14][CH:15]=[CH:16][CH:17]=4)[N:12]([CH2:19][CH2:20][CH2:21][CH2:22][CH3:23])[C:11]3=[O:24])=[CH:9][C:4]=2[O:3][CH2:2]1. The yield is 0.760. (10) The yield is 0.570. The product is [CH3:1][N:2]1[CH2:7][CH2:6][N:5]([C:8]2[CH:9]=[C:10]([C:14]3[CH:15]=[C:16]([NH2:17])[NH:20][N:19]=3)[CH:11]=[CH:12][CH:13]=2)[CH2:4][CH2:3]1. The catalyst is CCO. The reactants are [CH3:1][N:2]1[CH2:7][CH2:6][N:5]([C:8]2[CH:9]=[C:10]([C:14](=O)[CH2:15][C:16]#[N:17])[CH:11]=[CH:12][CH:13]=2)[CH2:4][CH2:3]1.[NH2:19][NH2:20].